From a dataset of HIV replication inhibition screening data with 41,000+ compounds from the AIDS Antiviral Screen. Binary Classification. Given a drug SMILES string, predict its activity (active/inactive) in a high-throughput screening assay against a specified biological target. (1) The molecule is COc1cccc(NC(=O)c2c(SC)[nH][nH]c2=N)c1. The result is 0 (inactive). (2) The compound is O=C(O)c1ccc2cc(O)ccc2c1. The result is 0 (inactive). (3) The compound is COC(=O)C=C(SC=C(c1ccccc1)N1CCn2c(C(=O)c3ccccc3)c(C(=O)OC)c(C(=O)OC)c21)C(=O)OC. The result is 0 (inactive).